Dataset: Reaction yield outcomes from USPTO patents with 853,638 reactions. Task: Predict the reaction yield, written as a fraction of the theoretical maximum amount of product (1.0 means a 100% yield; for example, 0.34 means a 34% yield). The reactants are O1CCC(C[C:8]2[CH:18]=[CH:17][CH:16]=[C:10]3[C:11]([NH:13][C:14](=[O:15])[C:9]=23)=[O:12])OC1.[C:19]([O-:22])(O)=O.[Na+].C([O:27][CH2:28][CH3:29])(=O)C.[CH3:30]O. The catalyst is Cl. The product is [OH:27][CH:28]([CH2:29][CH2:19][OH:22])[CH2:30][N:13]1[C:14](=[O:15])[C:9]2=[CH:8][CH:18]=[CH:17][CH:16]=[C:10]2[C:11]1=[O:12]. The yield is 0.500.